From a dataset of Forward reaction prediction with 1.9M reactions from USPTO patents (1976-2016). Predict the product of the given reaction. (1) Given the reactants [Cl:1][C:2]1[C:3]([Cl:26])=[CH:4][C:5]2[CH:6]3[CH2:24][N:23]([CH3:25])[CH2:22][CH2:21][CH:7]3[N:8]([CH2:11][C:12](O)([C:14]3[CH:19]=[CH:18][N:17]=[CH:16][CH:15]=3)[CH3:13])[C:9]=2[CH:10]=1.[OH-].[K+], predict the reaction product. The product is: [Cl:1][C:2]1[C:3]([Cl:26])=[CH:4][C:5]2[C:6]3[CH2:24][N:23]([CH3:25])[CH2:22][CH2:21][C:7]=3[N:8](/[CH:11]=[C:12](\[C:14]3[CH:15]=[CH:16][N:17]=[CH:18][CH:19]=3)/[CH3:13])[C:9]=2[CH:10]=1. (2) Given the reactants [CH3:1][CH:2]([CH3:8])[C:3](=[CH2:7])[C:4]([OH:6])=[O:5].O.[BrH:10], predict the reaction product. The product is: [Br:10][CH2:7][CH:3]([CH:2]([CH3:8])[CH3:1])[C:4]([OH:6])=[O:5]. (3) Given the reactants CO.[C:3]1([CH2:9][CH2:10][CH2:11][CH:12]2[CH2:17][CH2:16][NH:15][CH2:14][CH2:13]2)[CH:8]=[CH:7][CH:6]=[CH:5][CH:4]=1.[C:18]1(=O)[CH2:23][CH2:22][CH2:21][CH2:20][CH2:19]1.C([BH3-])#N.[Na+], predict the reaction product. The product is: [CH:18]1([N:15]2[CH2:14][CH2:13][CH:12]([CH2:11][CH2:10][CH2:9][C:3]3[CH:8]=[CH:7][CH:6]=[CH:5][CH:4]=3)[CH2:17][CH2:16]2)[CH2:23][CH2:22][CH2:21][CH2:20][CH2:19]1. (4) Given the reactants [NH2:1][C:2]1[CH:3]=[CH:4][C:5]([NH:27][C:28](=[O:39])[C:29]2[CH:34]=[CH:33][C:32]([C:35]([CH3:38])([CH3:37])[CH3:36])=[CH:31][CH:30]=2)=[C:6]([CH:26]=1)[C:7]([NH:9][C:10]1[CH:18]=[C:17]2[C:13]([CH:14]=[N:15][N:16]2[C:19]([O:21][C:22]([CH3:25])([CH3:24])[CH3:23])=[O:20])=[CH:12][CH:11]=1)=[O:8].N1C=CC=CC=1.[CH3:46][S:47](Cl)(=[O:49])=[O:48], predict the reaction product. The product is: [C:19]([N:16]1[C:17]2[C:13](=[CH:12][CH:11]=[C:10]([NH:9][C:7](=[O:8])[C:6]3[CH:26]=[C:2]([NH:1][S:47]([CH3:46])(=[O:49])=[O:48])[CH:3]=[CH:4][C:5]=3[NH:27][C:28](=[O:39])[C:29]3[CH:30]=[CH:31][C:32]([C:35]([CH3:38])([CH3:37])[CH3:36])=[CH:33][CH:34]=3)[CH:18]=2)[CH:14]=[N:15]1)([O:21][C:22]([CH3:25])([CH3:24])[CH3:23])=[O:20]. (5) The product is: [CH3:1][O:2][C:3](=[O:14])[CH2:4][N:5]([CH2:6][C:7]1[CH:8]=[CH:9][C:10]([F:13])=[CH:11][CH:12]=1)[C:26]([C:17]1[C:16]([OH:15])=[C:25]2[C:20]([CH:21]=[CH:22][CH:23]=[N:24]2)=[CH:19][N:18]=1)=[O:27]. Given the reactants [CH3:1][O:2][C:3](=[O:14])[CH2:4][NH:5][CH2:6][C:7]1[CH:12]=[CH:11][C:10]([F:13])=[CH:9][CH:8]=1.[OH:15][C:16]1[C:17]([C:26](O)=[O:27])=[N:18][CH:19]=[C:20]2[C:25]=1[N:24]=[CH:23][CH:22]=[CH:21]2.C(N=C=NC(C)C)(C)C, predict the reaction product. (6) The product is: [F:50][C:51]1[C:52]([N:61]2[CH2:66][CH2:65][N:64]([C:8]([C:7]3[CH:11]=[C:12]([S:15]([CH3:18])(=[O:17])=[O:16])[CH:13]=[CH:14][C:6]=3[S:5][CH2:1][CH:2]([CH3:3])[CH3:4])=[O:10])[CH2:63][CH2:62]2)=[N:53][CH:54]=[C:55]([C:57]([F:58])([F:59])[F:60])[CH:56]=1. Given the reactants [CH2:1]([S:5][C:6]1[CH:14]=[CH:13][C:12]([S:15]([CH3:18])(=[O:17])=[O:16])=[CH:11][C:7]=1[C:8]([OH:10])=O)[CH:2]([CH3:4])[CH3:3].CN(C(ON1N=NC2C=CC=CC1=2)=[N+](C)C)C.[B-](F)(F)(F)F.C(N(C(C)C)C(C)C)C.[F:50][C:51]1[C:52]([N:61]2[CH2:66][CH2:65][NH:64][CH2:63][CH2:62]2)=[N:53][CH:54]=[C:55]([C:57]([F:60])([F:59])[F:58])[CH:56]=1, predict the reaction product.